From a dataset of Full USPTO retrosynthesis dataset with 1.9M reactions from patents (1976-2016). Predict the reactants needed to synthesize the given product. (1) Given the product [Cl:1][C:2]1[N:7]=[CH:6][C:5]([O:8][C:9]2[CH:10]=[C:11]([NH2:15])[CH:12]=[CH:13][CH:14]=2)=[CH:4][CH:3]=1, predict the reactants needed to synthesize it. The reactants are: [Cl:1][C:2]1[N:7]=[CH:6][C:5]([O:8][C:9]2[CH:10]=[C:11]([NH:15]C(=O)C)[CH:12]=[CH:13][CH:14]=2)=[CH:4][CH:3]=1.Cl.[OH-].[Na+]. (2) Given the product [NH2:7][C:8]1[C@:9]([CH3:38])([C:34]([F:37])([F:35])[F:36])[O:10][CH2:11][C@:12]([C:15]2[CH:20]=[C:19]([NH:21][C:22]([C:24]3[C:29]([Cl:30])=[CH:28][C:27]([C:31]#[N:32])=[CH:26][N:25]=3)=[O:23])[CH:18]=[CH:17][C:16]=2[F:33])([CH3:14])[N:13]=1, predict the reactants needed to synthesize it. The reactants are: C(OC(=O)[NH:7][C:8]1[C@:9]([CH3:38])([C:34]([F:37])([F:36])[F:35])[O:10][CH2:11][C@:12]([C:15]2[CH:20]=[C:19]([NH:21][C:22]([C:24]3[C:29]([Cl:30])=[CH:28][C:27]([C:31]#[N:32])=[CH:26][N:25]=3)=[O:23])[CH:18]=[CH:17][C:16]=2[F:33])([CH3:14])[N:13]=1)(C)(C)C.C(O)(C(F)(F)F)=O.C([O-])([O-])=O.[K+].[K+]. (3) Given the product [Br:11][C:12]1[CH:18]=[CH:17][C:16]([N+:19]([O-:21])=[O:20])=[CH:15][C:13]=1[NH:14][C:1](=[O:6])[C:2]([CH3:4])=[CH2:3], predict the reactants needed to synthesize it. The reactants are: [C:1]([OH:6])(=O)[C:2]([CH3:4])=[CH2:3].S(Cl)(Cl)=O.[Br:11][C:12]1[CH:18]=[CH:17][C:16]([N+:19]([O-:21])=[O:20])=[CH:15][C:13]=1[NH2:14].O. (4) Given the product [CH2:1]([O:5][CH2:6][CH2:7][O:8][C:9]1[CH:14]=[CH:13][C:12]([C:15]2[CH:16]=[CH:17][C:18]3[N:24]([CH2:25][C:26]4[N:30]([CH3:31])[N:29]=[CH:28][CH:27]=4)[CH2:23][CH2:22][C:21]([C:32]([NH:62][C:61]4[CH:63]=[CH:64][C:58]([S:56]([CH2:55][C:54]5[N:50]([CH2:47][CH2:48][CH3:49])[CH:51]=[N:52][CH:53]=5)=[O:57])=[CH:59][CH:60]=4)=[O:33])=[CH:20][C:19]=3[CH:35]=2)=[CH:11][CH:10]=1)[CH2:2][CH2:3][CH3:4], predict the reactants needed to synthesize it. The reactants are: [CH2:1]([O:5][CH2:6][CH2:7][O:8][C:9]1[CH:14]=[CH:13][C:12]([C:15]2[CH:16]=[CH:17][C:18]3[N:24]([CH2:25][C:26]4[N:30]([CH3:31])[N:29]=[CH:28][CH:27]=4)[CH2:23][CH2:22][C:21]([C:32](O)=[O:33])=[CH:20][C:19]=3[CH:35]=2)=[CH:11][CH:10]=1)[CH2:2][CH2:3][CH3:4].CN(C=O)C.C(Cl)(=O)C(Cl)=O.[CH2:47]([N:50]1[C:54]([CH2:55][S:56]([C:58]2[CH:64]=[CH:63][C:61]([NH2:62])=[CH:60][CH:59]=2)=[O:57])=[CH:53][N:52]=[CH:51]1)[CH2:48][CH3:49]. (5) Given the product [CH2:1]([C:3]1[NH:7][C:6]([I:19])=[N:5][C:4]=1[C:8]1[CH:9]=[N:10][CH:11]=[CH:12][CH:13]=1)[CH3:2], predict the reactants needed to synthesize it. The reactants are: [CH2:1]([C:3]1[NH:7][CH:6]=[N:5][C:4]=1[C:8]1[CH:9]=[N:10][CH:11]=[CH:12][CH:13]=1)[CH3:2].C([O-])(=O)C.[K+].[I:19]I.O. (6) Given the product [N+:1]([C:4]1[CH:74]=[CH:73][C:7]([CH2:8][CH:9]2[CH2:24][N:23]([CH2:25][C:26]([OH:28])=[O:27])[CH2:22][CH2:21][N:20]([CH2:33][C:34]([OH:36])=[O:35])[CH2:19][CH2:18][N:17]([CH2:41][C:42]([OH:44])=[O:43])[CH2:16][CH2:15][N:14]([CH2:49][C:50]([OH:52])=[O:51])[CH2:13][CH2:12][N:11]([CH2:57][C:58]([OH:60])=[O:59])[N:10]2[CH2:65][C:66]([OH:68])=[O:67])=[CH:6][CH:5]=1)([O-:3])=[O:2], predict the reactants needed to synthesize it. The reactants are: [N+:1]([C:4]1[CH:74]=[CH:73][C:7]([CH2:8][CH:9]2[CH2:24][N:23]([CH2:25][C:26]([O:28]C(C)(C)C)=[O:27])[CH2:22][CH2:21][N:20]([CH2:33][C:34]([O:36]C(C)(C)C)=[O:35])[CH2:19][CH2:18][N:17]([CH2:41][C:42]([O:44]C(C)(C)C)=[O:43])[CH2:16][CH2:15][N:14]([CH2:49][C:50]([O:52]C(C)(C)C)=[O:51])[CH2:13][CH2:12][N:11]([CH2:57][C:58]([O:60]C(C)(C)C)=[O:59])[N:10]2[CH2:65][C:66]([O:68]C(C)(C)C)=[O:67])=[CH:6][CH:5]=1)([O-:3])=[O:2].Cl. (7) Given the product [ClH:43].[CH2:40]([N:20]([C:18]1[CH:17]=[CH:16][C:15]([O:36][CH3:37])=[C:14]([N:11]2[CH2:10][CH2:9][NH:8][CH2:13][CH2:12]2)[CH:19]=1)[S:22]([C:25]1[C:33]2[O:32][C:31]([F:35])([F:34])[O:30][C:29]=2[CH:28]=[CH:27][CH:26]=1)(=[O:23])=[O:24])[CH3:41], predict the reactants needed to synthesize it. The reactants are: C(OC([N:8]1[CH2:13][CH2:12][N:11]([C:14]2[CH:19]=[C:18]([N:20]([S:22]([C:25]3[C:33]4[O:32][C:31]([F:35])([F:34])[O:30][C:29]=4[CH:28]=[CH:27][CH:26]=3)(=[O:24])=[O:23])C)[CH:17]=[CH:16][C:15]=2[O:36][CH3:37])[CH2:10][CH2:9]1)=O)(C)(C)C.[H-].[Na+].[CH2:40](Br)[CH3:41].[ClH:43]. (8) The reactants are: [NH2:1][C:2]1[CH:7]=[C:6]([C:8]2[CH:35]=[C:34]([Cl:36])[CH:33]=[CH:32][C:9]=2[O:10][C:11]2[C:16]([Cl:17])=[CH:15][C:14]([S:18]([N:21](COC)[C:22]3[N:23]=[N:24][CH:25]=[CH:26][CH:27]=3)(=[O:20])=[O:19])=[C:13]([F:31])[CH:12]=2)[CH:5]=[CH:4][N:3]=1.NC1C=C(C2C=C(Cl)C=CC=2OC2C(Cl)=CC(S(/N=C3/N(COC)N=CC=C/3)(=O)=O)=C(F)C=2)C=CN=1.FC(F)(F)C(O)=O.CO.Cl.O. Given the product [NH2:1][C:2]1[CH:7]=[C:6]([C:8]2[CH:35]=[C:34]([Cl:36])[CH:33]=[CH:32][C:9]=2[O:10][C:11]2[C:16]([Cl:17])=[CH:15][C:14]([S:18]([NH:21][C:22]3[N:23]=[N:24][CH:25]=[CH:26][CH:27]=3)(=[O:19])=[O:20])=[C:13]([F:31])[CH:12]=2)[CH:5]=[CH:4][N:3]=1, predict the reactants needed to synthesize it. (9) Given the product [ClH:39].[ClH:39].[F:38][C:35]([F:36])([F:37])[C:32]1[CH:31]=[CH:30][C:29]([C:22]2[N:21]=[C:20]([C:18]3[CH:17]=[N:16][N:15]([C:4]4([CH2:3][C:1]#[N:2])[CH2:7][NH:6][CH2:5]4)[CH:19]=3)[N:25]3[CH:26]=[CH:27][N:28]=[C:24]3[CH:23]=2)=[CH:34][CH:33]=1, predict the reactants needed to synthesize it. The reactants are: [C:1]([CH2:3][C:4]1([N:15]2[CH:19]=[C:18]([C:20]3[N:25]4[CH:26]=[CH:27][N:28]=[C:24]4[CH:23]=[C:22]([C:29]4[CH:34]=[CH:33][C:32]([C:35]([F:38])([F:37])[F:36])=[CH:31][CH:30]=4)[N:21]=3)[CH:17]=[N:16]2)[CH2:7][N:6](C(OC(C)(C)C)=O)[CH2:5]1)#[N:2].[ClH:39].